Dataset: Full USPTO retrosynthesis dataset with 1.9M reactions from patents (1976-2016). Task: Predict the reactants needed to synthesize the given product. Given the product [NH:20]1[C:21]2[C:17](=[CH:16][C:15]([C:7]3[CH:8]=[C:3]([CH:4]=[CH:5][C:6]=3[O:12][CH3:13])[CH:1]=[O:2])=[CH:23][CH:22]=2)[CH:18]=[CH:19]1, predict the reactants needed to synthesize it. The reactants are: [CH:1]([C:3]1[CH:4]=[CH:5][C:6]([O:12][CH3:13])=[C:7](B(O)O)[CH:8]=1)=[O:2].Br[C:15]1[CH:16]=[C:17]2[C:21](=[CH:22][CH:23]=1)[NH:20][CH:19]=[CH:18]2.C([O-])([O-])=O.[K+].[K+].